Dataset: Forward reaction prediction with 1.9M reactions from USPTO patents (1976-2016). Task: Predict the product of the given reaction. (1) Given the reactants [Cl:1][C:2]1[CH:3]=[C:4]([NH:19][C:20]2[C:30]3[CH:29]=[C:28]([C:31]([OH:33])=O)[CH2:27][CH2:26][NH:25][C:24]=3[N:23]=[CH:22][N:21]=2)[CH:5]=[CH:6][C:7]=1[O:8][C:9]1[CH:14]=[CH:13][CH:12]=[C:11]([C:15]([F:18])([F:17])[F:16])[CH:10]=1.[OH:34]N1C2C=CC=CC=2N=N1.Cl.C(N=C=NCCCN(C)C)C.[NH2:56][CH2:57][CH2:58][O:59][CH2:60][CH2:61][OH:62].CN(C)[CH:65]=[O:66], predict the reaction product. The product is: [F:16][C:15]([F:18])([F:17])[C:65]([OH:66])=[O:34].[Cl:1][C:2]1[CH:3]=[C:4]([NH:19][C:20]2[C:30]3[CH:29]=[C:28]([C:31]([NH:56][CH2:57][CH2:58][O:59][CH2:60][CH2:61][OH:62])=[O:33])[CH2:27][CH2:26][NH:25][C:24]=3[N:23]=[CH:22][N:21]=2)[CH:5]=[CH:6][C:7]=1[O:8][C:9]1[CH:14]=[CH:13][CH:12]=[C:11]([C:15]([F:18])([F:16])[F:17])[CH:10]=1. (2) Given the reactants [CH3:1][C:2]1[C:3]2[CH:14]=[CH:13][CH:12]=[CH:11][C:4]=2[S:5][C:6]=1[C:7]([O:9][CH3:10])=[O:8].[Br:15]N1C(=O)CCC1=O.N(C(C)(C)C#N)=NC(C)(C)C#N, predict the reaction product. The product is: [Br:15][CH2:1][C:2]1[C:3]2[CH:14]=[CH:13][CH:12]=[CH:11][C:4]=2[S:5][C:6]=1[C:7]([O:9][CH3:10])=[O:8]. (3) Given the reactants [Cl:1][C:2]1[CH:10]=[CH:9][CH:8]=[C:7]([C:11]2[CH:16]=[CH:15][N:14]=[CH:13][CH:12]=2)[C:3]=1[CH:4]=[N:5][OH:6].[Cl:17][CH:18]([Cl:30])[C:19]([NH:21][C:22]1[CH:27]=[CH:26][CH:25]=[C:24](C#C)[CH:23]=1)=[O:20].[CH3:31][C:32]1[CH:37]=CC(S([N-]Cl)(=O)=O)=CC=1.O.[Na+].C([OH:47])C, predict the reaction product. The product is: [Cl:30][CH:18]([Cl:17])[C:19]([NH:21][C:22]1[CH:23]=[CH:24][CH:25]=[CH:26][C:27]=1[C:31]([C:32]1[O:6][N:5]=[C:4]([C:3]2[C:7]([C:11]3[CH:16]=[CH:15][N:14]=[CH:13][CH:12]=3)=[CH:8][CH:9]=[CH:10][C:2]=2[Cl:1])[CH:37]=1)=[O:47])=[O:20]. (4) Given the reactants C(OC[Li])C.C(C1C=CC(C2C=CC(C(C)(C)C)=CC=2)=CC=1)(C)(C)C.[CH2:26]([O:28][CH2:29]Cl)[CH3:27].[Br:31][C:32]1[CH:37]=[CH:36][C:35]([NH:38][C:39]2[C:40]([CH:49]=[O:50])=[CH:41][C:42]3[NH:46][CH:45]=[N:44][C:43]=3[C:47]=2[F:48])=[C:34]([Cl:51])[CH:33]=1, predict the reaction product. The product is: [Br:31][C:32]1[CH:37]=[CH:36][C:35]([NH:38][C:39]2[C:40]([CH:49]([OH:50])[CH2:29][O:28][CH2:26][CH3:27])=[CH:41][C:42]3[NH:46][CH:45]=[N:44][C:43]=3[C:47]=2[F:48])=[C:34]([Cl:51])[CH:33]=1. (5) Given the reactants [CH3:1][C@@H:2]([NH:13][CH2:14][CH2:15][CH2:16][C:17]1[CH:18]=[CH:19][CH:20]=[C:21]([C:23]([F:26])([F:25])[F:24])[CH:22]=1)[C:3]1[CH:4]=[CH:5][CH:6]=[C:7]2[CH:12]=[CH:11][CH:10]=[CH:9][C:8]=12.Cl, predict the reaction product. The product is: [CH3:1][C@@H:2]([NH:13][CH2:14][CH2:15][CH2:16][C:17]1[CH:18]=[CH:19][CH:20]=[C:21]([C:23]([F:24])([F:25])[F:26])[CH:22]=1)[C:3]1[CH:4]=[CH:5][CH:6]=[C:7]2[CH:12]=[CH:11][CH:10]=[CH:9][C:8]=12. (6) Given the reactants [C:1]([O:5][C:6](=[O:17])[C:7]1[CH:12]=[CH:11][C:10](Cl)=[C:9]([N+:14]([O-:16])=[O:15])[CH:8]=1)([CH3:4])([CH3:3])[CH3:2].[CH2:18]([NH2:20])[CH3:19].C1COCC1, predict the reaction product. The product is: [C:1]([O:5][C:6](=[O:17])[C:7]1[CH:12]=[CH:11][C:10]([NH:20][CH2:18][CH3:19])=[C:9]([N+:14]([O-:16])=[O:15])[CH:8]=1)([CH3:4])([CH3:3])[CH3:2].